Dataset: Full USPTO retrosynthesis dataset with 1.9M reactions from patents (1976-2016). Task: Predict the reactants needed to synthesize the given product. (1) Given the product [Cl:27][C:25]1[CH:26]=[C:21]2[C:20](=[O:30])[C:19]3[CH:31]=[C:15]([CH:6]([S:3]([N:2]([CH3:11])[CH3:1])(=[O:4])=[O:5])[C:7]([O:9][CH3:10])=[O:8])[CH:16]=[CH:17][C:18]=3[CH:29]=[CH:28][C:22]2=[N:23][CH:24]=1, predict the reactants needed to synthesize it. The reactants are: [CH3:1][N:2]([CH3:11])[S:3]([CH2:6][C:7]([O:9][CH3:10])=[O:8])(=[O:5])=[O:4].[H-].[Na+].Br[C:15]1[CH:16]=[CH:17][C:18]2[CH:29]=[CH:28][C:22]3=[N:23][CH:24]=[C:25]([Cl:27])[CH:26]=[C:21]3[C:20](=[O:30])[C:19]=2[CH:31]=1.C1(P(C2C=CC=CC=2)C2C=CC=CC=2)C=CC=CC=1. (2) Given the product [C:11]([O:10][C:9]([N:8]([CH2:19][C:20]1[CH:29]=[CH:28][C:23]([C:24]([O:26][CH3:27])=[O:25])=[CH:22][CH:21]=1)[CH2:7][C:2]1[CH:3]=[CH:4][CH:5]=[CH:6][N:1]=1)=[O:15])([CH3:12])([CH3:14])[CH3:13], predict the reactants needed to synthesize it. The reactants are: [N:1]1[CH:6]=[CH:5][CH:4]=[CH:3][C:2]=1[CH2:7][NH:8][C:9](=[O:15])[O:10][C:11]([CH3:14])([CH3:13])[CH3:12].[H-].[Na+].Br[CH2:19][C:20]1[CH:29]=[CH:28][C:23]([C:24]([O:26][CH3:27])=[O:25])=[CH:22][CH:21]=1.